This data is from Reaction yield outcomes from USPTO patents with 853,638 reactions. The task is: Predict the reaction yield, written as a fraction of the theoretical maximum amount of product (1.0 means a 100% yield; for example, 0.34 means a 34% yield). (1) The reactants are [Cl:1][C:2]1[CH:11]=[CH:10][C:9]2[C:4](=[CH:5][CH:6]=[C:7]([OH:12])[CH:8]=2)[N:3]=1.[B-](F)(F)(F)[F:14].[B-](F)(F)(F)F.C1[N+]2(CCl)CC[N+](F)(CC2)C1. The catalyst is CC#N. The product is [Cl:1][C:2]1[CH:11]=[CH:10][C:9]2[C:4](=[CH:5][CH:6]=[C:7]([OH:12])[C:8]=2[F:14])[N:3]=1. The yield is 0.210. (2) The reactants are [OH-].[Na+].[Cl:3][C:4]1[CH:5]=[C:6]([CH2:24][C:25]([O:27]C)=[O:26])[CH:7]=[CH:8][C:9]=1[NH:10][C:11]([C:13]1[C:22]2[C:17](=[CH:18][CH:19]=[C:20]([F:23])[CH:21]=2)[CH:16]=[CH:15][N:14]=1)=[O:12].Cl. The catalyst is C1COCC1. The product is [Cl:3][C:4]1[CH:5]=[C:6]([CH2:24][C:25]([OH:27])=[O:26])[CH:7]=[CH:8][C:9]=1[NH:10][C:11]([C:13]1[C:22]2[C:17](=[CH:18][CH:19]=[C:20]([F:23])[CH:21]=2)[CH:16]=[CH:15][N:14]=1)=[O:12]. The yield is 0.780. (3) The reactants are C(Cl)(=[O:3])C.[Cl:5][C:6]1[CH:11]=[CH:10][C:9]([C:12]2[N:17]=C(C#N)[CH:15]=[CH:14][C:13]=2[O:20][CH2:21][CH:22]2[CH2:24][CH2:23]2)=[CH:8][CH:7]=1.[CH2:25]([OH:27])[CH3:26]. No catalyst specified. The product is [Cl:5][C:6]1[CH:11]=[CH:10][C:9]([C:12]2[N:17]=[C:26]([C:25]([OH:3])=[O:27])[CH:15]=[CH:14][C:13]=2[O:20][CH2:21][CH:22]2[CH2:24][CH2:23]2)=[CH:8][CH:7]=1. The yield is 0.703. (4) The reactants are C([O:5][CH2:6][CH2:7][C:8]1[CH:13]=[CH:12][C:11]([N:14]2[C:18]3=[N:19][C:20]([CH3:24])=[CH:21][C:22]([CH3:23])=[C:17]3[N:16]=[C:15]2[CH2:25][CH3:26])=[CH:10][CH:9]=1)(=O)CC.[Li+].[OH-]. The catalyst is CO.C1COCC1. The product is [CH2:25]([C:15]1[N:14]([C:11]2[CH:10]=[CH:9][C:8]([CH2:7][CH2:6][OH:5])=[CH:13][CH:12]=2)[C:18]2=[N:19][C:20]([CH3:24])=[CH:21][C:22]([CH3:23])=[C:17]2[N:16]=1)[CH3:26]. The yield is 0.860.